This data is from Full USPTO retrosynthesis dataset with 1.9M reactions from patents (1976-2016). The task is: Predict the reactants needed to synthesize the given product. Given the product [CH3:9][Si:7]([CH3:8])([CH3:10])[O:6][Si:5]([CH2:41][CH:23]([CH3:22])[CH3:24])([O:16][Si:17]([CH3:20])([CH3:19])[CH3:18])[O:11][Si:12]([CH3:14])([CH3:13])[CH3:15], predict the reactants needed to synthesize it. The reactants are: CC([Si:5]([O:16][Si:17]([CH3:20])([CH3:19])[CH3:18])([O:11][Si:12]([CH3:15])([CH3:14])[CH3:13])[O:6][Si:7]([CH3:10])([CH3:9])[CH3:8])(C)C.C([Si](O[Si](C)(C)C)(O[Si](C)(C)C)O[Si](C)(C)C)[CH2:22][CH2:23][CH3:24].[CH3:41][Si](C)(C)O[Si](CCC)(O[Si](C)(C)C)O[Si](C)(C)C.C([Si](O[Si](C)(C)C)(O[Si](C)(C)C)O[Si](C)(C)C)C.C([Si](CC)(CC)O[Si](C)(O[Si](C)(C)C)O[Si](C)(C)C)C.C[Si](C)(C1C=CC=CC=1)O[Si](C)(O[Si](C)(C)C)O[Si](C)(C)C.C[Si](C)(C)O[Si](CC(C)CCC)(O[Si](C)(C)C)O[Si](C)(C)C.C[Si](C)(C)O[Si](CCCC(C)C)(O[Si](C)(C)C)O[Si](C)(C)C.